This data is from Reaction yield outcomes from USPTO patents with 853,638 reactions. The task is: Predict the reaction yield, written as a fraction of the theoretical maximum amount of product (1.0 means a 100% yield; for example, 0.34 means a 34% yield). (1) The reactants are [F:1][C:2]([F:28])([CH2:20][O:21][C:22]1[CH:27]=[CH:26][CH:25]=[CH:24][CH:23]=1)/[CH:3]=[CH:4]/[C@@H:5]1[C@@H:17]2[C@@H:8]([O:9][C:10](=[O:18])[CH2:11][CH2:12][CH2:13][CH:14]=[CH:15][CH2:16]2)[CH2:7][C@H:6]1[OH:19].C(N(CC)CC)C.[C:36]1([C:45]2[CH:50]=[CH:49][CH:48]=[CH:47][CH:46]=2)[CH:41]=[CH:40][C:39]([C:42](Cl)=[O:43])=[CH:38][CH:37]=1.C(=O)(O)[O-].[Na+]. The catalyst is C1COCC1.CN(C)C1C=CN=CC=1. The product is [C:45]1([C:36]2[CH:37]=[CH:38][C:39]([C:42]([O:19][C@@H:6]3[CH2:7][C@@H:8]4[O:9][C:10](=[O:18])[CH2:11][CH2:12][CH2:13][CH:14]=[CH:15][CH2:16][C@@H:17]4[C@H:5]3/[CH:4]=[CH:3]/[C:2]([F:1])([F:28])[CH2:20][O:21][C:22]3[CH:27]=[CH:26][CH:25]=[CH:24][CH:23]=3)=[O:43])=[CH:40][CH:41]=2)[CH:46]=[CH:47][CH:48]=[CH:49][CH:50]=1. The yield is 0.690. (2) The reactants are [Cl:1][C:2]1[N:7]=[CH:6][C:5]([S:8](Cl)(=[O:10])=[O:9])=[CH:4][CH:3]=1.[NH2:12][C:13]1[C:14]([CH3:20])=[N:15][N:16]([CH3:19])[C:17]=1[CH3:18]. The catalyst is N1C=CC=CC=1. The product is [CH3:19][N:16]1[C:17]([CH3:18])=[C:13]([NH:12][S:8]([C:5]2[CH:6]=[N:7][C:2]([Cl:1])=[CH:3][CH:4]=2)(=[O:10])=[O:9])[C:14]([CH3:20])=[N:15]1. The yield is 0.750. (3) The reactants are [CH2:1]([O:8][C:9]1[N:10]=[N:11][C:12]([C:23]2([C:26]3[CH:31]=[CH:30][CH:29]=[CH:28][CH:27]=3)[CH2:25][CH2:24]2)=[CH:13][C:14]=1[O:15][CH2:16][C:17]1[CH:22]=[CH:21][CH:20]=[CH:19][CH:18]=1)[C:2]1[CH:7]=[CH:6][CH:5]=[CH:4][CH:3]=1.C(OC1N=NC(C(C2C=CC=CC=2)=C)=CC=1OCC1C=CC=CC=1)C1C=CC=CC=1.C(OC1N=NC(C(C2C=CC([F:92])=CC=2)=C)=CC=1OCC1C=CC=CC=1)C1C=CC=CC=1. No catalyst specified. The product is [CH2:1]([O:8][C:9]1[N:10]=[N:11][C:12]([C:23]2([C:26]3[CH:31]=[CH:30][C:29]([F:92])=[CH:28][CH:27]=3)[CH2:24][CH2:25]2)=[CH:13][C:14]=1[O:15][CH2:16][C:17]1[CH:18]=[CH:19][CH:20]=[CH:21][CH:22]=1)[C:2]1[CH:3]=[CH:4][CH:5]=[CH:6][CH:7]=1. The yield is 0.160. (4) The reactants are [CH2:1]([O:8][C:9]([N:11]1[CH2:16][CH2:15][CH:14]([CH:17]=[O:18])[CH2:13][CH2:12]1)=[O:10])[C:2]1[CH:7]=[CH:6][CH:5]=[CH:4][CH:3]=1.[CH2:19]([Mg]Br)[CH3:20]. The catalyst is C1COCC1. The product is [CH2:1]([O:8][C:9]([N:11]1[CH2:16][CH2:15][CH:14]([CH:17]([OH:18])[CH2:19][CH3:20])[CH2:13][CH2:12]1)=[O:10])[C:2]1[CH:7]=[CH:6][CH:5]=[CH:4][CH:3]=1. The yield is 0.620. (5) The reactants are [NH2:1][C:2]1[N:7]=[CH:6][N:5]=[C:4]2[N:8]([C@@H:12]3[CH2:17][CH2:16][CH2:15][N:14]([C:18]([O:20][C:21]([CH3:24])([CH3:23])[CH3:22])=[O:19])[CH2:13]3)[N:9]=[C:10](I)[C:3]=12.[F:25][C:26]1[CH:47]=[CH:46][CH:45]=[C:44]([F:48])[C:27]=1[O:28][C:29]1[CH:34]=[CH:33][C:32](B2OC(C)(C)C(C)(C)O2)=[CH:31][CH:30]=1.C(=O)([O-])[O-].[Na+].[Na+]. The catalyst is O1CCOCC1.O.C1C=CC([P]([Pd]([P](C2C=CC=CC=2)(C2C=CC=CC=2)C2C=CC=CC=2)([P](C2C=CC=CC=2)(C2C=CC=CC=2)C2C=CC=CC=2)[P](C2C=CC=CC=2)(C2C=CC=CC=2)C2C=CC=CC=2)(C2C=CC=CC=2)C2C=CC=CC=2)=CC=1. The product is [NH2:1][C:2]1[N:7]=[CH:6][N:5]=[C:4]2[N:8]([C@@H:12]3[CH2:17][CH2:16][CH2:15][N:14]([C:18]([O:20][C:21]([CH3:24])([CH3:23])[CH3:22])=[O:19])[CH2:13]3)[N:9]=[C:10]([C:32]3[CH:31]=[CH:30][C:29]([O:28][C:27]4[C:44]([F:48])=[CH:45][CH:46]=[CH:47][C:26]=4[F:25])=[CH:34][CH:33]=3)[C:3]=12. The yield is 0.850. (6) The reactants are C(Cl)(=O)C(Cl)=O.CS(C)=O.[F:11][C:12]1[C:13]([NH:29][C:30]2[CH:35]=[CH:34][C:33]([I:36])=[CH:32][C:31]=2[F:37])=[C:14]([C:19]([N:21]2[CH2:24][C:23]([CH2:26][CH2:27][OH:28])([OH:25])[CH2:22]2)=[O:20])[CH:15]=[CH:16][C:17]=1[F:18].C(N(CC)CC)C. The product is [F:11][C:12]1[C:13]([NH:29][C:30]2[CH:35]=[CH:34][C:33]([I:36])=[CH:32][C:31]=2[F:37])=[C:14]([C:19]([N:21]2[CH2:24][C:23]([CH2:26][CH:27]=[O:28])([OH:25])[CH2:22]2)=[O:20])[CH:15]=[CH:16][C:17]=1[F:18]. The catalyst is ClCCl. The yield is 0.320. (7) The reactants are [CH2:1]([O:3][C:4](=[O:23])[NH:5][C:6]1[CH:11]=[CH:10][C:9]([N:12]2[C:16](=[O:17])[C:15]3=[CH:18][CH:19]=[CH:20][CH:21]=[C:14]3[C:13]2=[O:22])=[CH:8][CH:7]=1)[CH3:2].[N+:24]([O-])([OH:26])=[O:25]. The catalyst is C(O)(=O)C. The product is [CH2:1]([O:3][C:4](=[O:23])[NH:5][C:6]1[CH:7]=[CH:8][C:9]([N:12]2[C:16](=[O:17])[C:15]3=[CH:18][CH:19]=[CH:20][CH:21]=[C:14]3[C:13]2=[O:22])=[CH:10][C:11]=1[N+:24]([O-:26])=[O:25])[CH3:2]. The yield is 0.900.